This data is from NCI-60 drug combinations with 297,098 pairs across 59 cell lines. The task is: Regression. Given two drug SMILES strings and cell line genomic features, predict the synergy score measuring deviation from expected non-interaction effect. (1) Drug 1: CC1=C2C(C(=O)C3(C(CC4C(C3C(C(C2(C)C)(CC1OC(=O)C(C(C5=CC=CC=C5)NC(=O)OC(C)(C)C)O)O)OC(=O)C6=CC=CC=C6)(CO4)OC(=O)C)O)C)O. Drug 2: B(C(CC(C)C)NC(=O)C(CC1=CC=CC=C1)NC(=O)C2=NC=CN=C2)(O)O. Cell line: HOP-92. Synergy scores: CSS=61.9, Synergy_ZIP=-1.09, Synergy_Bliss=-2.33, Synergy_Loewe=-4.56, Synergy_HSA=-2.96. (2) Drug 1: CN1C(=O)N2C=NC(=C2N=N1)C(=O)N. Drug 2: CCCCCOC(=O)NC1=NC(=O)N(C=C1F)C2C(C(C(O2)C)O)O. Cell line: ACHN. Synergy scores: CSS=-8.51, Synergy_ZIP=2.19, Synergy_Bliss=-1.61, Synergy_Loewe=-8.55, Synergy_HSA=-8.33. (3) Cell line: MCF7. Drug 1: CC12CCC(CC1=CCC3C2CCC4(C3CC=C4C5=CN=CC=C5)C)O. Drug 2: C1CCC(CC1)NC(=O)N(CCCl)N=O. Synergy scores: CSS=11.7, Synergy_ZIP=-3.16, Synergy_Bliss=1.87, Synergy_Loewe=-0.570, Synergy_HSA=1.59.